From a dataset of NCI-60 drug combinations with 297,098 pairs across 59 cell lines. Regression. Given two drug SMILES strings and cell line genomic features, predict the synergy score measuring deviation from expected non-interaction effect. (1) Drug 1: C1=NC2=C(N=C(N=C2N1C3C(C(C(O3)CO)O)O)F)N. Drug 2: CC=C1C(=O)NC(C(=O)OC2CC(=O)NC(C(=O)NC(CSSCCC=C2)C(=O)N1)C(C)C)C(C)C. Cell line: RXF 393. Synergy scores: CSS=26.7, Synergy_ZIP=-1.22, Synergy_Bliss=0.566, Synergy_Loewe=-84.2, Synergy_HSA=-0.816. (2) Drug 1: CCC1=CC2CC(C3=C(CN(C2)C1)C4=CC=CC=C4N3)(C5=C(C=C6C(=C5)C78CCN9C7C(C=CC9)(C(C(C8N6C)(C(=O)OC)O)OC(=O)C)CC)OC)C(=O)OC.C(C(C(=O)O)O)(C(=O)O)O. Drug 2: CCCCC(=O)OCC(=O)C1(CC(C2=C(C1)C(=C3C(=C2O)C(=O)C4=C(C3=O)C=CC=C4OC)O)OC5CC(C(C(O5)C)O)NC(=O)C(F)(F)F)O. Cell line: SN12C. Synergy scores: CSS=35.8, Synergy_ZIP=-5.48, Synergy_Bliss=-5.41, Synergy_Loewe=-3.52, Synergy_HSA=-3.02. (3) Drug 1: CCCS(=O)(=O)NC1=C(C(=C(C=C1)F)C(=O)C2=CNC3=C2C=C(C=N3)C4=CC=C(C=C4)Cl)F. Drug 2: CN1CCC(CC1)COC2=C(C=C3C(=C2)N=CN=C3NC4=C(C=C(C=C4)Br)F)OC. Cell line: UACC62. Synergy scores: CSS=45.1, Synergy_ZIP=1.95, Synergy_Bliss=1.51, Synergy_Loewe=-1.95, Synergy_HSA=3.26. (4) Drug 1: C1CN1P(=S)(N2CC2)N3CC3. Drug 2: CN(C(=O)NC(C=O)C(C(C(CO)O)O)O)N=O. Cell line: COLO 205. Synergy scores: CSS=18.2, Synergy_ZIP=-4.32, Synergy_Bliss=1.29, Synergy_Loewe=-15.8, Synergy_HSA=-0.656. (5) Drug 1: C1C(C(OC1N2C=NC(=NC2=O)N)CO)O. Drug 2: CC1C(C(CC(O1)OC2CC(CC3=C2C(=C4C(=C3O)C(=O)C5=C(C4=O)C(=CC=C5)OC)O)(C(=O)CO)O)N)O.Cl. Cell line: NCI-H522. Synergy scores: CSS=49.6, Synergy_ZIP=-2.90, Synergy_Bliss=-1.33, Synergy_Loewe=-5.16, Synergy_HSA=2.90. (6) Drug 1: CC(C)CN1C=NC2=C1C3=CC=CC=C3N=C2N. Drug 2: C1C(C(OC1N2C=NC(=NC2=O)N)CO)O. Cell line: SK-MEL-5. Synergy scores: CSS=-7.21, Synergy_ZIP=-0.0235, Synergy_Bliss=-5.35, Synergy_Loewe=-8.98, Synergy_HSA=-8.18.